This data is from Experimentally validated miRNA-target interactions with 360,000+ pairs, plus equal number of negative samples. The task is: Binary Classification. Given a miRNA mature sequence and a target amino acid sequence, predict their likelihood of interaction. (1) The miRNA is mmu-miR-1187 with sequence UAUGUGUGUGUGUAUGUGUGUAA. The protein sequence of the target gene is MESEEEQHMTTLLCMGFSDPATIRKALRLAKNDINEAVALLTNERPGLDYGGYEPMDSGGGPSPGPGGGPRGDGGGDGGGGGPSRGGSTGGGGGFDPPPAYHEVVDAEKNDENGNCSGEGIEFPTTNLYELESRVLTDHWSIPYKREESLGKCLLASTYLARLGLSESDENCRRFMDRCMPEAFKKLLTSSAVHKWGTEIHEGIYNMLMLLIELVAERIKQDPIPTGLLGVLTMAFNPDNEYHFKNRMKVSQRNWAEVFGEGNMFAVSPVSTFQKEPHGWVVDLVNKFGELGGFAAIQAK.... Result: 0 (no interaction). (2) The miRNA is mmu-miR-743b-5p with sequence UGUUCAGACUGGUGUCCAUCA. The protein sequence of the target gene is MAAEVLLSSLLGLLFLGLLLPARLTGGVGSLNLEELSEMRYGIQILPLPVMGGQSQASDVVVVSSKYKQRYECRLPAGAIHFQREREEETPAYQGPGIPELLSPMRDAPCLLKTKDWWTYEFCYGRHIQQYHMEDSEIKGDVLYLGHYQSSFNWDDETAKASKQHRLKRYHSQTYGNGSKCDLNGKPREAEVRFLCDEGAGISGDYIDRVDEPVSCSYVLTIRTSRLCPHPLLRPPASAAPQAILCHPALQPDEYMAYLQRQAESKQHEEKTTEEVQDTDRQVWSGSKAAGAPPKKEDVS.... Result: 0 (no interaction). (3) The miRNA is hsa-miR-124-3p with sequence UAAGGCACGCGGUGAAUGCCAA. The protein sequence of the target gene is MPKRKVTFQGVGDEEDEDEIIVPKKKLVDPVAGSGGPGSRFKGKHSLDSDEEEDDDDGGSSKYDILASEDVEGQEAATLPSEGGVRITPFNLQEEMEEGHFDADGNYFLNRDAQIRDSWLDNIDWVKIRERPPGQRQASDSEEEDSLGQTSMSAQALLEGLLELLLPRETVAGALRRLGARGGGKGRKGPGQPSSPQRLDRLSGLADQMVARGNLGVYQETRERLAMRLKGLGCQTLGPHNPTPPPSLDMFAEELAEEELETPTPTQRGEAESRGDGLVDVMWEYKWENTGDAELYGPFT.... Result: 1 (interaction). (4) The miRNA is hsa-miR-5682 with sequence GUAGCACCUUGCAGGAUAAGGU. The protein sequence of the target gene is MADIKTGIFAKNVQKRLNRAQEKVLQKLGKADETKDEQFEEYVQNFKRQEAEGTRLQRELRGYLAAIKGMQEASMKLTESLHEVYEPDWYGREDVKMVGEKCDVLWEDFHQKLVDGSLLTLDTYLGQFPDIKNRIAKRSRKLVDYDSARHHLEALQSSKRKDESRISKAEEEFQKAQKVFEEFNVDLQEELPSLWSRRVGFYVNTFKNVSSLEAKFHKEIAVLCHKLYEVMTKLGDQHADKAFTIQGAPSDSGPLRIAKTPSPPEEPSPLPSPTASPNHTLAPASPAPARPRSPSQTRKG.... Result: 0 (no interaction). (5) The miRNA is hsa-miR-196b-5p with sequence UAGGUAGUUUCCUGUUGUUGGG. The protein sequence of the target gene is MSAGGGRAFAWQVFPPMPTCRVYGTVAHQDGHLLVLGGCGRAGLPLDTAETLDMASHTWLALAPLPTARAGAAAVVLGKQVLVVGGVDEVQSPVAAVEAFLMDEGRWERRATLPQAAMGVATVERDGMVYALGGMGPDTAPQAQVRVYEPRRDCWLSLPSMPTPCYGASTFLHGNKIYVLGGRQGKLPVTAFEAFDLEARTWTRHPSLPSRRAFAGCAMAEGSVFSLGGLQQPGPHNFYSRPHFVNTVEMFDLEHGSWTKLPRSLRMRDKRADFVVGSLGGHIVAIGGLGNQPCPLGSVE.... Result: 1 (interaction). (6) The miRNA is mmu-miR-3064-5p with sequence UCUGGCUGUUGUGGUGUGCAAA. The protein sequence of the target gene is MGEPSREEYKIQSFDAETQQLLKTALKDPGAVDLEKVANVIVDHSLQDCVFSKEAGRMCYAIIQAESKQAGQSVFRRGLLNRLQQEYQAREQLRARSLQGWVCYVTFICNIFDYLRVNNMPMMALVNPVYDCLFRLAQPDSLSKEEEVDCLVLQLHRVGEQLEKMNGQRMDELFVLIRDGFLLPTGLSSLAQLLLLEIIEFRAAGWKTTPAAHKYYYSEVSD. Result: 0 (no interaction). (7) The miRNA is hsa-miR-6810-5p with sequence AUGGGGACAGGGAUCAGCAUGGC. Result: 1 (interaction). The protein sequence of the target gene is MAGNFDSEERSSWYWGRLSRQEAVALLQGQRHGVFLVRDSSTSPGDYVLSVSENSRVSHYIINSSGPRPPVPPSPAQPPPGVSPSRLRIGDQEFDSLPALLEFYKIHYLDTTTLIEPVSRSRQGSGVILRQEEAEYVRALFDFNGNDEEDLPFKKGDILRIRDKPEEQWWNAEDSEGKRGMIPVPYVEKYRPASASVSALIGGNQEGSHPQPLGGPEPGPYAQPSVNTPLPNLQNGPIYARVIQKRVPNAYDKTALALEVGELVKVTKINVSGQWEGECNGKRGHFPFTHVRLLDQQNPD.... (8) Result: 0 (no interaction). The protein sequence of the target gene is MIAWRLPLCVLLVASVESHLGALGPKNVSQKDAEFERTYADDVNSELVNIYTFNHTVTRNRTEGVRVSVNVLNKQKGAPLLFVVRQKEAVVSFQVPLILRGLYQRKYLYQKVERTLCQPPTKNESEIQFFYVDVSTLSPVNTTYQLRVNRVDNFVLRTGELFTFNTTAAQPQYFKYEFPDGVDSVIVKVTSKKAFPCSVISIQDVLCPVYDLDNNVAFIGMYQTMTKKAAITVQRKDFPSNSFYVVVVVKTEDQACGGSLPFYPFVEDEPVDQGHRQKTLSVLVSQAVTSEAYVGGMLFC.... The miRNA is hsa-miR-4289 with sequence GCAUUGUGCAGGGCUAUCA.